This data is from Catalyst prediction with 721,799 reactions and 888 catalyst types from USPTO. The task is: Predict which catalyst facilitates the given reaction. (1) Product: [CH2:1]([N:8]1[CH:12]=[C:11]([CH2:13][CH2:14][C:15]([OH:17])=[O:16])[C:10]([O:20][CH2:21][C:22]2[CH:23]=[N:24][C:25]([O:28][CH2:29][C:30]3[N:31]=[C:32]([C:36]4[CH:37]=[CH:38][CH:39]=[CH:40][CH:41]=4)[O:33][C:34]=3[CH3:35])=[CH:26][CH:27]=2)=[N:9]1)[C:2]1[CH:7]=[CH:6][CH:5]=[CH:4][CH:3]=1. Reactant: [CH2:1]([N:8]1[CH:12]=[C:11]([CH2:13][CH2:14][C:15]([O:17]CC)=[O:16])[C:10]([O:20][CH2:21][C:22]2[CH:23]=[N:24][C:25]([O:28][CH2:29][C:30]3[N:31]=[C:32]([C:36]4[CH:41]=[CH:40][CH:39]=[CH:38][CH:37]=4)[O:33][C:34]=3[CH3:35])=[CH:26][CH:27]=2)=[N:9]1)[C:2]1[CH:7]=[CH:6][CH:5]=[CH:4][CH:3]=1.[OH-].[Na+].O1CCCC1.Cl. The catalyst class is: 8. (2) Reactant: Br[CH2:2][CH2:3][CH2:4][N:5]1[C:9](=[O:10])[C:8]2=[CH:11][CH:12]=[CH:13][CH:14]=[C:7]2[C:6]1=[O:15].[CH2:16]([N:23]1[CH2:28][CH2:27][NH:26][CH2:25][CH2:24]1)[C:17]1[CH:22]=[CH:21][CH:20]=[CH:19][CH:18]=1.C(N(C(C)C)CC)(C)C. Product: [CH2:16]([N:23]1[CH2:28][CH2:27][N:26]([CH2:2][CH2:3][CH2:4][N:5]2[C:9](=[O:10])[C:8]3[C:7](=[CH:14][CH:13]=[CH:12][CH:11]=3)[C:6]2=[O:15])[CH2:25][CH2:24]1)[C:17]1[CH:18]=[CH:19][CH:20]=[CH:21][CH:22]=1. The catalyst class is: 10.